The task is: Predict which catalyst facilitates the given reaction.. This data is from Catalyst prediction with 721,799 reactions and 888 catalyst types from USPTO. (1) Reactant: Cl[C:2]1[C:7]2[N:8]=[CH:9][C:10]3[N:11]([CH2:12][N:13]([O:15][CH3:16])[CH:14]=3)[C:6]=2[N:5]([CH2:17][CH2:18][CH3:19])[CH2:4][C:3]=1[CH3:20].[CH2:21]([Mg]Br)[CH3:22]. Product: [CH2:21]([C:2]1[C:7]2[N:8]=[CH:9][C:10]3[N:11]([CH2:12][N:13]([O:15][CH3:16])[CH:14]=3)[C:6]=2[N:5]([CH2:17][CH2:18][CH3:19])[CH2:4][C:3]=1[CH3:20])[CH3:22]. The catalyst class is: 7. (2) Reactant: [OH:1][CH2:2][CH2:3][NH:4][C:5](=[O:14])[O:6][CH2:7][C:8]1[CH:13]=[CH:12][CH:11]=[CH:10][CH:9]=1.O[N:16]1[C:20](=[O:21])[C:19]2=[CH:22][CH:23]=[CH:24][CH:25]=[C:18]2[C:17]1=[O:26].C1(P(C2C=CC=CC=2)C2C=CC=CC=2)C=CC=CC=1.N(C(OCC)=O)=NC(OCC)=O. Product: [CH2:7]([O:6][C:5]([NH:4][CH2:3][CH2:2][O:1][N:16]1[C:17](=[O:26])[C:18]2=[CH:25][CH:24]=[CH:23][CH:22]=[C:19]2[C:20]1=[O:21])=[O:14])[C:8]1[CH:9]=[CH:10][CH:11]=[CH:12][CH:13]=1. The catalyst class is: 54.